This data is from Full USPTO retrosynthesis dataset with 1.9M reactions from patents (1976-2016). The task is: Predict the reactants needed to synthesize the given product. (1) Given the product [C:36]([O:35][C:33]([NH:32][CH:31]([CH2:40][CH2:41][C:42]([O:1][CH2:2][CH2:3][CH2:4][CH2:5][CH2:6][CH2:7][NH:8][C:9]([NH:11][S:12]([C:15]1[CH:16]=[CH:17][C:18]([CH3:21])=[CH:19][CH:20]=1)(=[O:14])=[O:13])=[NH:10])=[O:43])[C:30]([O:29][CH2:22][C:23]1[CH:24]=[CH:25][CH:26]=[CH:27][CH:28]=1)=[O:45])=[O:34])([CH3:39])([CH3:38])[CH3:37], predict the reactants needed to synthesize it. The reactants are: [OH:1][CH2:2][CH2:3][CH2:4][CH2:5][CH2:6][CH2:7][NH:8][C:9]([NH:11][S:12]([C:15]1[CH:20]=[CH:19][C:18]([CH3:21])=[CH:17][CH:16]=1)(=[O:14])=[O:13])=[NH:10].[CH2:22]([O:29][C:30](=[O:45])[C@H:31]([CH2:40][CH2:41][C:42](O)=[O:43])[NH:32][C:33]([O:35][C:36]([CH3:39])([CH3:38])[CH3:37])=[O:34])[C:23]1[CH:28]=[CH:27][CH:26]=[CH:25][CH:24]=1.C1CCC(N=C=NC2CCCCC2)CC1. (2) Given the product [CH:29]1([C:10]2[C:11]([O:12][C@@H:13]3[CH2:18][CH2:17][CH2:16][NH:15][CH2:14]3)=[CH:26][C:27]([F:28])=[C:8]([CH:9]=2)[C:6]([O:5][CH3:1])=[O:7])[CH2:30][CH2:31]1, predict the reactants needed to synthesize it. The reactants are: [C:1]([O:5][C:6]([C:8]1[C:27]([F:28])=[CH:26][C:11]([O:12][C@@H:13]2[CH2:18][CH2:17][CH2:16][N:15](C(OC(C)(C)C)=O)[CH2:14]2)=[C:10]([CH:29]2[CH2:31][CH2:30]2)[CH:9]=1)=[O:7])(C)(C)C.S(=O)(=O)(O)O. (3) Given the product [NH4+:8].[OH-:16].[CH3:15][OH:16].[NH2:27][C:22]1[NH:23][C:24](=[O:25])[C:19]([CH2:18][NH:17][C:15]([C:4]2[C:5]3[C:6]([CH3:14])=[CH:7][N:8]([CH:11]([CH3:12])[CH3:13])[C:9]=3[CH:10]=[C:2]([Br:1])[CH:3]=2)=[O:16])=[C:20]([CH3:35])[CH:21]=1, predict the reactants needed to synthesize it. The reactants are: [Br:1][C:2]1[CH:3]=[C:4]([C:15]([NH:17][CH2:18][C:19]2[C:20]([CH3:35])=[CH:21][C:22]([NH:27]C(=O)OC(C)(C)C)=[N:23][C:24]=2[O:25]C)=[O:16])[C:5]2[C:6]([CH3:14])=[CH:7][N:8]([CH:11]([CH3:13])[CH3:12])[C:9]=2[CH:10]=1.[Si](I)(C)(C)C. (4) The reactants are: [F:1][C:2]1[CH:7]=[C:6]([I:8])[CH:5]=[CH:4][C:3]=1[NH:9][C:10]1[N:15]([CH3:16])[C:14](=[O:17])[C:13]2[CH:18]=[CH:19][O:20][C:12]=2[C:11]=1[C:21](O)=[O:22].[CH3:24][O:25][CH2:26][CH2:27][O:28][NH2:29]. Given the product [F:1][C:2]1[CH:7]=[C:6]([I:8])[CH:5]=[CH:4][C:3]=1[NH:9][C:10]1[N:15]([CH3:16])[C:14](=[O:17])[C:13]2[CH:18]=[CH:19][O:20][C:12]=2[C:11]=1[C:21]([NH:29][O:28][CH2:27][CH2:26][O:25][CH3:24])=[O:22], predict the reactants needed to synthesize it. (5) The reactants are: [CH3:1][O:2][C:3]1[CH:4]=[C:5]2[C:10](=[CH:11][C:12]=1[OH:13])[N:9]=[CH:8][CH:7]=[C:6]2[O:14][C:15]1[C:16]([C:22]2[S:23][CH:24]=[CH:25][N:26]=2)=[N:17][C:18]([CH3:21])=[CH:19][CH:20]=1.CC1(C)[O:33][CH2:32][CH:31]([CH2:34]O)[CH2:30][O:29]1.C1(P(C2C=CC=CC=2)C2C=CC=CC=2)C=CC=CC=1.C(N=C=NN=NN=C=NCC)C.S(=O)(=O)(O)O. Given the product [CH3:1][O:2][C:3]1[CH:4]=[C:5]2[C:10](=[CH:11][C:12]=1[O:13][CH2:34][CH:31]([CH2:32][OH:33])[CH2:30][OH:29])[N:9]=[CH:8][CH:7]=[C:6]2[O:14][C:15]1[C:16]([C:22]2[S:23][CH:24]=[CH:25][N:26]=2)=[N:17][C:18]([CH3:21])=[CH:19][CH:20]=1, predict the reactants needed to synthesize it. (6) The reactants are: [N+:1]([C:4]1[CH:12]=[CH:11][CH:10]=[C:9]2[C:5]=1[CH:6]=[N:7][NH:8]2)([O-:3])=[O:2].C(=O)([O-])[O-].[K+].[K+].CN(C=O)C. Given the product [CH2:6]([N:8]1[C:9]2[C:5](=[C:4]([N+:1]([O-:3])=[O:2])[CH:12]=[CH:11][CH:10]=2)[CH:6]=[N:7]1)[C:5]1[CH:9]=[CH:10][CH:11]=[CH:12][CH:4]=1, predict the reactants needed to synthesize it. (7) Given the product [C:10]([N:2]([CH3:1])[OH:3])([O:12][C:13]([CH3:16])([CH3:15])[CH3:14])=[O:11], predict the reactants needed to synthesize it. The reactants are: [CH3:1][NH:2][OH:3].C(=O)([O-])[O-].[K+].[K+].[C:10](O[C:10]([O:12][C:13]([CH3:16])([CH3:15])[CH3:14])=[O:11])([O:12][C:13]([CH3:16])([CH3:15])[CH3:14])=[O:11].